This data is from Full USPTO retrosynthesis dataset with 1.9M reactions from patents (1976-2016). The task is: Predict the reactants needed to synthesize the given product. (1) Given the product [OH:40][C@H:39]([CH2:38][OH:37])[CH2:41][CH2:42][NH:43][C:32]([CH:16]1[CH:15]([C:11]2[CH:12]=[CH:13][CH:14]=[C:9]([Cl:8])[CH:10]=2)[C:19]([C:22]2[CH:27]=[CH:26][C:25]([Cl:28])=[CH:24][CH:23]=2)([C:20]#[N:21])[CH:18]([CH:29]([CH3:30])[CH3:31])[NH:17]1)=[O:33], predict the reactants needed to synthesize it. The reactants are: FC(F)(F)C(O)=O.[Cl:8][C:9]1[CH:10]=[C:11]([CH:15]2[C:19]([C:22]3[CH:27]=[CH:26][C:25]([Cl:28])=[CH:24][CH:23]=3)([C:20]#[N:21])[CH:18]([CH:29]([CH3:31])[CH3:30])[NH:17][CH:16]2[C:32](O)=[O:33])[CH:12]=[CH:13][CH:14]=1.CC1(C)[O:40][C@@H:39]([CH2:41][CH2:42][NH2:43])[CH2:38][O:37]1.CN(C(ON1N=NC2C=CC=NC1=2)=[N+](C)C)C.F[P-](F)(F)(F)(F)F.CCN(C(C)C)C(C)C.Cl. (2) Given the product [CH2:6]([O:5][C:3](=[O:4])[CH2:2][NH:12][CH:8]([CH2:10][CH3:11])[CH3:9])[CH3:7], predict the reactants needed to synthesize it. The reactants are: Br[CH2:2][C:3]([O:5][CH2:6][CH3:7])=[O:4].[CH:8]([NH2:12])([CH2:10][CH3:11])[CH3:9]. (3) The reactants are: [CH3:1][C:2]([CH:17]1[O:21][C:20](=[O:22])[NH:19][CH2:18]1)([S:4]([C:7]1[CH:12]=[CH:11][CH:10]=[C:9]([C:13]([F:16])([F:15])[F:14])[CH:8]=1)(=[O:6])=[O:5])[CH3:3].Br[C:24]1[CH:29]=[CH:28][C:27]([C:30]([F:33])([F:32])[F:31])=[CH:26][CH:25]=1.CNCCNC.C([O-])([O-])=O.[Cs+].[Cs+]. Given the product [CH3:3][C:2]([CH:17]1[O:21][C:20](=[O:22])[N:19]([C:24]2[CH:29]=[CH:28][C:27]([C:30]([F:33])([F:32])[F:31])=[CH:26][CH:25]=2)[CH2:18]1)([S:4]([C:7]1[CH:12]=[CH:11][CH:10]=[C:9]([C:13]([F:15])([F:14])[F:16])[CH:8]=1)(=[O:5])=[O:6])[CH3:1], predict the reactants needed to synthesize it. (4) Given the product [CH2:36]([O:35][C:33](=[O:34])[C@H:32]([N:31]=[P:29]([O:28][C:27]1[CH:39]=[CH:40][CH:41]=[CH:42][C:26]=1[O:16][CH2:15][CH:13]1[O:14][C@@H:10]([N:9]2[CH:1]=[N:2][C:3]3[C:8]2=[N:7][C:6]([NH2:17])=[N:5][C:4]=3[NH2:18])[CH2:11][O:12]1)=[O:30])[CH3:38])[CH3:37], predict the reactants needed to synthesize it. The reactants are: [CH:1]1[N:9]([C@@H:10]2[O:14][C@H:13]([CH2:15][OH:16])[O:12][CH2:11]2)[C:8]2[N:7]=[C:6]([NH2:17])[N:5]=[C:4]([NH2:18])[C:3]=2[N:2]=1.C([Mg]Cl)(C)(C)C.Cl[C:26]1[CH:42]=[CH:41][CH:40]=[CH:39][C:27]=1[O:28][P:29](=[N:31][C@H:32]([CH3:38])[C:33]([O:35][CH2:36][CH3:37])=[O:34])=[O:30].[Cl-].[NH4+]. (5) Given the product [CH3:39][O:40][C:41](=[O:42])[NH:1][C:4]1[C:13]2[C:8](=[CH:9][C:10]([O:16][CH3:17])=[C:11]([O:14][CH3:15])[CH:12]=2)[C:7]([C:18](=[O:19])[C:20]2[CH:25]=[CH:24][CH:23]=[C:22]([O:26][CH3:27])[CH:21]=2)=[N:6][CH:5]=1, predict the reactants needed to synthesize it. The reactants are: [N+:1]([C:4]1[C:13]2[C:8](=[CH:9][C:10]([O:16][CH3:17])=[C:11]([O:14][CH3:15])[CH:12]=2)[C:7]([C:18]([C:20]2[CH:25]=[CH:24][CH:23]=[C:22]([O:26][CH3:27])[CH:21]=2)=[O:19])=[N:6][CH:5]=1)([O-])=O.[Sn](Cl)(Cl)(Cl)Cl.N1C=CC=CC=1.[CH3:39][O:40][C:41](Cl)=[O:42].